Dataset: Full USPTO retrosynthesis dataset with 1.9M reactions from patents (1976-2016). Task: Predict the reactants needed to synthesize the given product. (1) Given the product [CH3:7][C:8]1[CH:9]=[CH:10][C:11]([CH2:12][N:13]2[C:21]3[C:16](=[CH:17][C:18]([C:22]4[CH:27]=[CH:26][C:25]([O:28][C:29]([F:31])([F:32])[F:30])=[CH:24][CH:23]=4)=[CH:19][CH:20]=3)[CH:15]=[C:14]2[CH2:33][OH:34])=[CH:38][CH:39]=1, predict the reactants needed to synthesize it. The reactants are: [H-].[Al+3].[Li+].[H-].[H-].[H-].[CH3:7][C:8]1[CH:39]=[CH:38][C:11]([CH2:12][N:13]2[C:21]3[C:16](=[CH:17][C:18]([C:22]4[CH:27]=[CH:26][C:25]([O:28][C:29]([F:32])([F:31])[F:30])=[CH:24][CH:23]=4)=[CH:19][CH:20]=3)[CH:15]=[C:14]2[C:33](OCC)=[O:34])=[CH:10][CH:9]=1. (2) Given the product [C:1]1([CH2:7][CH2:8][CH2:9][CH:10]([NH:20][C:21]([CH:23]2[CH2:28][CH2:27][CH2:26][N:25]([C:29]([CH:31]3[CH2:36][CH2:35][CH2:34][NH:33][CH2:32]3)=[O:30])[CH2:24]2)=[O:22])[CH2:11][CH2:12][CH2:13][C:14]2[CH:15]=[CH:16][CH:17]=[CH:18][CH:19]=2)[CH:2]=[CH:3][CH:4]=[CH:5][CH:6]=1, predict the reactants needed to synthesize it. The reactants are: [C:1]1([CH2:7][CH2:8][CH2:9][CH:10]([NH:20][C:21]([CH:23]2[CH2:28][CH2:27][CH2:26][N:25]([C:29]([CH:31]3[CH2:36][CH2:35][CH2:34][N:33](C(OC(C)(C)C)=O)[CH2:32]3)=[O:30])[CH2:24]2)=[O:22])[CH2:11][CH2:12][CH2:13][C:14]2[CH:19]=[CH:18][CH:17]=[CH:16][CH:15]=2)[CH:6]=[CH:5][CH:4]=[CH:3][CH:2]=1.FC(F)(F)C(O)=O. (3) Given the product [Br:1][C:2]1[C:3]([CH3:11])=[CH:4][CH:5]=[CH:6][C:7]=1[NH2:8], predict the reactants needed to synthesize it. The reactants are: [Br:1][C:2]1[C:7]([N+:8]([O-])=O)=[CH:6][CH:5]=[CH:4][C:3]=1[CH3:11].Cl. (4) Given the product [O:15]=[C:2]1[NH:6][C:5]2=[C:7]([C:11]([O-:13])=[O:12])[CH:8]=[CH:9][CH:10]=[C:4]2[O:3]1.[Li+:17], predict the reactants needed to synthesize it. The reactants are: Cl[C:2]1[O:3][C:4]2[C:5](=[C:7]([C:11]([O:13]C)=[O:12])[CH:8]=[CH:9][CH:10]=2)[N:6]=1.[OH2:15].[OH-].[Li+:17]. (5) Given the product [CH2:18]([O:17][C:15]([C:7]1[CH:6]=[C:5]([OH:4])[C:10]2[CH:11]=[C:12]([CH3:14])[S:13][C:9]=2[CH:8]=1)=[O:16])[CH3:19], predict the reactants needed to synthesize it. The reactants are: C([O:4][C:5]1[C:10]2[CH:11]=[C:12]([CH3:14])[S:13][C:9]=2[CH:8]=[C:7]([C:15]([O:17][CH2:18][CH3:19])=[O:16])[CH:6]=1)(=O)C.C(=O)([O-])[O-].[K+].[K+].